Dataset: Forward reaction prediction with 1.9M reactions from USPTO patents (1976-2016). Task: Predict the product of the given reaction. (1) Given the reactants Cl.Cl.[NH2:3][C:4]1[CH:12]=[CH:11][C:10]([O:13][CH2:14][CH2:15][CH2:16][N:17]2[CH2:22][CH2:21][CH2:20][CH2:19][CH2:18]2)=[CH:9][C:5]=1[C:6]([OH:8])=[O:7].[NH2:23][CH2:24][C:25]([NH:27][CH:28]([CH3:30])[CH3:29])=[O:26].C(N(CC)CC)C.C(Cl)CCl.C1C=CC2N(O)N=NC=2C=1, predict the reaction product. The product is: [NH4+:3].[OH-:7].[NH2:3][C:4]1[CH:12]=[CH:11][C:10]([O:13][CH2:14][CH2:15][CH2:16][N:17]2[CH2:22][CH2:21][CH2:20][CH2:19][CH2:18]2)=[CH:9][C:5]=1[C:6]([NH:23][CH2:24][C:25](=[O:26])[NH:27][CH:28]([CH3:30])[CH3:29])=[O:8]. (2) The product is: [C:1]([O:4][CH:5]([C@@H:8]1[CH2:12][C@@H:11]([S:34][CH3:33])[C@H:10]([N:21]2[C:25]3[N:26]=[C:27]([NH2:31])[NH:28][C:29](=[O:30])[C:24]=3[S:23][C:22]2=[O:32])[O:9]1)[CH2:6][CH3:7])(=[O:3])[CH3:2]. Given the reactants [C:1]([O:4][CH:5]([C@@H:8]1[CH2:12][C@H:11](OS(C(F)(F)F)(=O)=O)[C@H:10]([N:21]2[C:25]3[N:26]=[C:27]([NH2:31])[NH:28][C:29](=[O:30])[C:24]=3[S:23][C:22]2=[O:32])[O:9]1)[CH2:6][CH3:7])(=[O:3])[CH3:2].[CH3:33][S-:34].[Na+], predict the reaction product. (3) Given the reactants [N:1]12[CH2:8][CH2:7][C:4]([C:9]([C:18]3[CH:23]=[CH:22][CH:21]=[CH:20][CH:19]=3)([C:12]3[CH:17]=[CH:16][CH:15]=[CH:14][CH:13]=3)[C:10]#[N:11])([CH2:5][CH2:6]1)[CH2:3][CH2:2]2.[Br:24][CH2:25][CH3:26], predict the reaction product. The product is: [Br-:24].[C:10]([C:9]([C:18]1[CH:19]=[CH:20][CH:21]=[CH:22][CH:23]=1)([C:12]1[CH:13]=[CH:14][CH:15]=[CH:16][CH:17]=1)[C:4]12[CH2:5][CH2:6][N+:1]([CH2:25][CH3:26])([CH2:2][CH2:3]1)[CH2:8][CH2:7]2)#[N:11]. (4) The product is: [CH3:1][C:2]1[C:3]([CH3:21])=[CH:4][C:5]2[N:14]([CH2:15][CH2:16][NH:22][C@H:23]3[CH2:27][CH2:26][C@@H:25]([C:28]([OH:30])=[O:29])[CH2:24]3)[C:13]3[C:8]([C:9](=[O:19])[NH:10][C:11](=[O:18])[N:12]=3)=[N:7][C:6]=2[CH:20]=1. Given the reactants [CH3:1][C:2]1[C:3]([CH3:21])=[CH:4][C:5]2[N:14]([CH2:15][CH:16]=O)[C:13]3[C:8]([C:9](=[O:19])[NH:10][C:11](=[O:18])[N:12]=3)=[N:7][C:6]=2[CH:20]=1.[NH2:22][CH:23]1[CH2:27][CH2:26][CH:25]([C:28]([OH:30])=[O:29])[CH2:24]1.C([BH3-])#N.[Na+], predict the reaction product. (5) Given the reactants [C:1]1([C:7](=[N:14][CH:15]([C:21]2[CH:22]=[N:23][CH:24]=[N:25][CH:26]=2)[C:16]([O:18][CH2:19][CH3:20])=[O:17])[C:8]2[CH:13]=[CH:12][CH:11]=[CH:10][CH:9]=2)[CH:6]=[CH:5][CH:4]=[CH:3][CH:2]=1.[H-].[Na+].[CH3:29]I.O, predict the reaction product. The product is: [C:1]1([C:7](=[N:14][C:15]([C:21]2[CH:22]=[N:23][CH:24]=[N:25][CH:26]=2)([CH3:29])[C:16]([O:18][CH2:19][CH3:20])=[O:17])[C:8]2[CH:13]=[CH:12][CH:11]=[CH:10][CH:9]=2)[CH:6]=[CH:5][CH:4]=[CH:3][CH:2]=1. (6) Given the reactants [Cl:1][C:2]1[CH:3]=[C:4]2[C:8](=[CH:9][CH:10]=1)[N:7]([CH2:11][C:12]([O:14]C(C)(C)C)=[O:13])[C:6](=[O:19])[C:5]12[C:23](=[O:24])[NH:22][C:21](=[O:25])[N:20]1[CH3:26].Cl.Cl[CH2:29][C:30]1[C:35]([CH3:36])=[C:34]([O:37][CH3:38])[C:33]([CH3:39])=[CH:32][N:31]=1, predict the reaction product. The product is: [Cl:1][C:2]1[CH:3]=[C:4]2[C:8](=[CH:9][CH:10]=1)[N:7]([CH2:11][C:12]([OH:14])=[O:13])[C:6](=[O:19])[C:5]12[C:23](=[O:24])[N:22]([CH2:29][C:30]2[C:35]([CH3:36])=[C:34]([O:37][CH3:38])[C:33]([CH3:39])=[CH:32][N:31]=2)[C:21](=[O:25])[N:20]1[CH3:26].